This data is from Full USPTO retrosynthesis dataset with 1.9M reactions from patents (1976-2016). The task is: Predict the reactants needed to synthesize the given product. Given the product [C:1]([O:5][C:6](=[O:7])[NH:8][C@@H:9]([CH2:10][C:11](=[O:13])[N:38]1[CH2:39][CH2:40][N:41]2[C:45]([C:46]([F:49])([F:47])[F:48])=[N:44][N:43]=[C:42]2[CH2:50]1)[CH2:14][C:15]1[CH:20]=[C:19]([F:21])[C:18]([F:22])=[CH:17][C:16]=1[F:23])([CH3:2])([CH3:3])[CH3:4], predict the reactants needed to synthesize it. The reactants are: [C:1]([O:5][C:6]([NH:8][CH:9]([CH2:14][C:15]1[CH:20]=[C:19]([F:21])[C:18]([F:22])=[CH:17][C:16]=1[F:23])[CH2:10][C:11]([OH:13])=O)=[O:7])([CH3:4])([CH3:3])[CH3:2].C1C(C[C@@H](N)CC([N:38]2[CH2:50][C:42]3=[N:43][N:44]=[C:45]([C:46]([F:49])([F:48])[F:47])[N:41]3[CH2:40][CH2:39]2)=O)=C(F)C=C(F)C=1F.O.OP(O)(O)=O.Cl.FC(F)(F)C1N2CCNCC2=NN=1.C1(B(O)O)C=CC=CC=1.C(OC(C)C)(C)C.